From a dataset of Reaction yield outcomes from USPTO patents with 853,638 reactions. Predict the reaction yield, written as a fraction of the theoretical maximum amount of product (1.0 means a 100% yield; for example, 0.34 means a 34% yield). (1) The reactants are [Cl:1][C:2]1[CH:7]=[CH:6][C:5]([C:8]2([C:11]3[CH:16]=[CH:15][C:14]([I:17])=[CH:13][CH:12]=3)[CH2:10][O:9]2)=[CH:4][CH:3]=1.[NH3:18]. The catalyst is CO. The product is [NH2:18][CH2:10][C:8]([C:5]1[CH:6]=[CH:7][C:2]([Cl:1])=[CH:3][CH:4]=1)([C:11]1[CH:16]=[CH:15][C:14]([I:17])=[CH:13][CH:12]=1)[OH:9]. The yield is 0.460. (2) The yield is 0.973. The reactants are [CH2:1]([O:3][C:4]([C@@H:6]([NH:15][C@H:16]([C:28](O)=[O:29])[CH2:17][CH2:18][CH2:19][CH2:20][NH:21][C:22](=[O:27])[C:23]([F:26])([F:25])[F:24])[CH2:7][CH2:8][C:9]1[CH:14]=[CH:13][CH:12]=[CH:11][CH:10]=1)=[O:5])[CH3:2].[CH3:31][O:32][C:33](=[O:39])[C@@H:34]1[CH2:38][CH2:37][CH2:36][NH:35]1. The catalyst is ClCCl. The product is [CH3:31][O:32][C:33](=[O:39])[C@@H:34]1[CH2:38][CH2:37][CH2:36][N:35]1[C:28](=[O:29])[C@H:16]([CH2:17][CH2:18][CH2:19][CH2:20][NH:21][C:22](=[O:27])[C:23]([F:24])([F:26])[F:25])[NH:15][C@H:6]([C:4]([O:3][CH2:1][CH3:2])=[O:5])[CH2:7][CH2:8][C:9]1[CH:14]=[CH:13][CH:12]=[CH:11][CH:10]=1. (3) The reactants are C(=O)([O-])[O-].[K+].[K+].[O:7]=[C:8]1[NH:16][C:11]2=[N:12][CH:13]=[CH:14][CH:15]=[C:10]2[N:9]1[CH:17]1[CH2:22][CH2:21][N:20]([C:23]([O:25][C@H:26]2[C:32]3=[N:33][CH:34]=[CH:35][CH:36]=[C:31]3[C@@H:30]([O:37]C(=O)C)[C@H:29]([C:41]3[CH:46]=[C:45]([F:47])[CH:44]=[C:43]([F:48])[CH:42]=3)[CH2:28][CH2:27]2)=[O:24])[CH2:19][CH2:18]1. The catalyst is CO. The product is [O:7]=[C:8]1[NH:16][C:11]2=[N:12][CH:13]=[CH:14][CH:15]=[C:10]2[N:9]1[CH:17]1[CH2:18][CH2:19][N:20]([C:23]([O:25][C@H:26]2[C:32]3=[N:33][CH:34]=[CH:35][CH:36]=[C:31]3[C@@H:30]([OH:37])[C@H:29]([C:41]3[CH:42]=[C:43]([F:48])[CH:44]=[C:45]([F:47])[CH:46]=3)[CH2:28][CH2:27]2)=[O:24])[CH2:21][CH2:22]1. The yield is 0.420. (4) The reactants are [Br:1][C:2]1[C:3]([N:12]2[CH2:17][CH2:16][N:15]([CH2:18][C:19]3[N:20]=[CH:21][S:22][CH:23]=3)[CH2:14][CH2:13]2)=[C:4]([N+:9]([O-])=O)[C:5]([NH2:8])=[N:6][CH:7]=1.CCO.[O:27]1[CH2:32][CH2:31][N:30]([CH2:33][C:34]2[CH:41]=[CH:40][C:37]([CH:38]=O)=[CH:36][CH:35]=2)[CH2:29][CH2:28]1.[O-]S(S([O-])=O)=O.[Na+].[Na+]. The catalyst is C(Cl)Cl.N.CN(C=O)C. The product is [Br:1][C:2]1[C:3]([N:12]2[CH2:17][CH2:16][N:15]([CH2:18][C:19]3[N:20]=[CH:21][S:22][CH:23]=3)[CH2:14][CH2:13]2)=[C:4]2[N:9]=[C:38]([C:37]3[CH:36]=[CH:35][C:34]([CH2:33][N:30]4[CH2:31][CH2:32][O:27][CH2:28][CH2:29]4)=[CH:41][CH:40]=3)[NH:8][C:5]2=[N:6][CH:7]=1. The yield is 0.200.